From a dataset of Full USPTO retrosynthesis dataset with 1.9M reactions from patents (1976-2016). Predict the reactants needed to synthesize the given product. The reactants are: [C:1]([NH:8][S:9]([C:12]1([CH:15]=O)[CH2:14][CH2:13]1)(=[O:11])=[O:10])([O:3][C:4]([CH3:7])([CH3:6])[CH3:5])=[O:2].[C:17]([O-])([O-])=O.[K+].[K+].C/C(/[O-])=C(/P(OC)(OC)=O)\[N+]#N. Given the product [C:1]([NH:8][S:9]([C:12]1([C:15]#[CH:17])[CH2:14][CH2:13]1)(=[O:11])=[O:10])([O:3][C:4]([CH3:7])([CH3:6])[CH3:5])=[O:2], predict the reactants needed to synthesize it.